From a dataset of Forward reaction prediction with 1.9M reactions from USPTO patents (1976-2016). Predict the product of the given reaction. (1) Given the reactants [C:1]1([NH:7][OH:8])[CH:6]=[CH:5][CH:4]=[CH:3][CH:2]=1.[CH:9](=O)/[CH:10]=[CH:11]/[C:12]1[CH:17]=[CH:16][CH:15]=[CH:14][CH:13]=1, predict the reaction product. The product is: [C:12]1(/[CH:11]=[CH:10]/[CH:9]=[N+:7]([C:1]2[CH:6]=[CH:5][CH:4]=[CH:3][CH:2]=2)[O-:8])[CH:17]=[CH:16][CH:15]=[CH:14][CH:13]=1. (2) Given the reactants [CH2:1]([O:3][C:4]([C:6]1[CH:7]=[C:8]2[C:12](=[C:13]([N+:15]([O-])=O)[CH:14]=1)[NH:11][C:10]([C:18]1[CH:23]=[CH:22][CH:21]=[CH:20][CH:19]=1)=[CH:9]2)=[O:5])[CH3:2].[C:24]1(=O)[CH2:28][CH2:27][CH2:26][CH2:25]1, predict the reaction product. The product is: [CH2:1]([O:3][C:4]([C:6]1[CH:7]=[C:8]2[C:12](=[C:13]([NH:15][CH:24]3[CH2:28][CH2:27][CH2:26][CH2:25]3)[CH:14]=1)[NH:11][C:10]([C:18]1[CH:23]=[CH:22][CH:21]=[CH:20][CH:19]=1)=[CH:9]2)=[O:5])[CH3:2]. (3) Given the reactants Br[C:2]1[CH:33]=[CH:32][C:5]([C:6]([NH:8][CH2:9][CH:10]([CH3:31])[CH2:11][C:12]([NH:14][C:15]2[CH:16]=[C:17]3[C:22](=[CH:23][CH:24]=2)[N:21]([CH2:25][CH3:26])[C:20](=[O:27])[N:19]([CH2:28][CH3:29])[C:18]3=[O:30])=[O:13])=[O:7])=[CH:4][C:3]=1[Cl:34].[C:35](#[N:37])C, predict the reaction product. The product is: [Cl:34][C:3]1[CH:4]=[C:5]([CH:32]=[CH:33][C:2]=1[C:35]#[N:37])[C:6]([NH:8][CH2:9][CH:10]([CH3:31])[CH2:11][C:12]([NH:14][C:15]1[CH:16]=[C:17]2[C:22](=[CH:23][CH:24]=1)[N:21]([CH2:25][CH3:26])[C:20](=[O:27])[N:19]([CH2:28][CH3:29])[C:18]2=[O:30])=[O:13])=[O:7]. (4) Given the reactants [C:1]([O:5][C:6]([NH:8][CH:9]([C:11]1[NH:12][C:13]([C:21]2[CH:30]=[CH:29][CH:28]=[C:27]3[C:22]=2[N:23]=[C:24](F)[C:25]([CH3:31])=[N:26]3)=[CH:14][C:15]=1[C:16]([O:18][CH2:19][CH3:20])=[O:17])[CH3:10])=[O:7])([CH3:4])([CH3:3])[CH3:2].[NH2:33][C:34]([CH3:38])([CH3:37])[CH2:35][OH:36].O.CCOC(C)=O, predict the reaction product. The product is: [C:1]([O:5][C:6]([NH:8][CH:9]([C:11]1[NH:12][C:13]([C:21]2[CH:30]=[CH:29][CH:28]=[C:27]3[C:22]=2[N:23]=[C:24]([NH:33][C:34]([CH3:38])([CH3:37])[CH2:35][OH:36])[C:25]([CH3:31])=[N:26]3)=[CH:14][C:15]=1[C:16]([O:18][CH2:19][CH3:20])=[O:17])[CH3:10])=[O:7])([CH3:4])([CH3:3])[CH3:2]. (5) Given the reactants [Cl:1][C:2]1[CH:10]=[CH:9][C:8]2[NH:7][C:6]3[CH2:11][CH2:12][N:13]([CH3:15])[CH2:14][C:5]=3[C:4]=2[CH:3]=1.P([O-])([O-])([O-])=O.[K+].[K+].[K+].N1CCC[C@H]1C(O)=O.Br[CH:33]=[C:34]([C:36]1[CH:40]=[CH:39][S:38][CH:37]=1)[CH3:35], predict the reaction product. The product is: [Cl:1][C:2]1[CH:10]=[CH:9][C:8]2[N:7](/[CH:33]=[C:34](/[C:36]3[CH:40]=[CH:39][S:38][CH:37]=3)\[CH3:35])[C:6]3[CH2:11][CH2:12][N:13]([CH3:15])[CH2:14][C:5]=3[C:4]=2[CH:3]=1. (6) Given the reactants [I:1][C:2]1[CH:3]=[C:4]2[C:8](=[CH:9][CH:10]=1)[NH:7][C:6](=[O:11])[C:5]2=O.[NH:13]([C:15]([C:17]1[CH:22]=[CH:21][C:20]([N:23]([CH3:34])[C:24](=[O:33])[CH2:25][CH2:26][C:27]2[CH:32]=[CH:31][CH:30]=[CH:29][CH:28]=2)=[CH:19][CH:18]=1)=[O:16])[NH2:14], predict the reaction product. The product is: [I:1][C:2]1[CH:3]=[C:4]2[C:8](=[CH:9][CH:10]=1)[NH:7][C:6](=[O:11])[C:5]2=[N:14][NH:13][C:15]([C:17]1[CH:18]=[CH:19][C:20]([N:23]([CH3:34])[C:24](=[O:33])[CH2:25][CH2:26][C:27]2[CH:28]=[CH:29][CH:30]=[CH:31][CH:32]=2)=[CH:21][CH:22]=1)=[O:16]. (7) Given the reactants [Br:1][C:2]1[CH:3]=[C:4]2[C:9](=[CH:10][CH:11]=1)[N:8]=[C:7]([NH:12][C:13]1[CH:14]=[C:15]([CH2:25]O)[CH:16]=[C:17]([C:19]3[CH:20]=[N:21][N:22]([CH3:24])[CH:23]=3)[CH:18]=1)[N:6]=[CH:5]2.C(N(CC)CC)C.CS(Cl)(=O)=O.[NH:39]1[CH2:43][CH2:42][CH:41]([OH:44])[CH2:40]1, predict the reaction product. The product is: [Br:1][C:2]1[CH:3]=[C:4]2[C:9](=[CH:10][CH:11]=1)[N:8]=[C:7]([NH:12][C:13]1[CH:14]=[C:15]([CH:16]=[C:17]([C:19]3[CH:20]=[N:21][N:22]([CH3:24])[CH:23]=3)[CH:18]=1)[CH2:25][N:39]1[CH2:43][CH2:42][CH:41]([OH:44])[CH2:40]1)[N:6]=[CH:5]2.